This data is from NCI-60 drug combinations with 297,098 pairs across 59 cell lines. The task is: Regression. Given two drug SMILES strings and cell line genomic features, predict the synergy score measuring deviation from expected non-interaction effect. (1) Drug 1: C1=NC2=C(N=C(N=C2N1C3C(C(C(O3)CO)O)O)F)N. Drug 2: C1=NC2=C(N=C(N=C2N1C3C(C(C(O3)CO)O)F)Cl)N. Cell line: SW-620. Synergy scores: CSS=3.21, Synergy_ZIP=0.418, Synergy_Bliss=2.15, Synergy_Loewe=-1.36, Synergy_HSA=-0.547. (2) Drug 1: C1=CN(C(=O)N=C1N)C2C(C(C(O2)CO)O)O.Cl. Drug 2: COC1=NC(=NC2=C1N=CN2C3C(C(C(O3)CO)O)O)N. Cell line: MALME-3M. Synergy scores: CSS=13.8, Synergy_ZIP=-11.1, Synergy_Bliss=-4.59, Synergy_Loewe=-15.8, Synergy_HSA=-4.57. (3) Drug 1: CC(CN1CC(=O)NC(=O)C1)N2CC(=O)NC(=O)C2. Drug 2: CNC(=O)C1=NC=CC(=C1)OC2=CC=C(C=C2)NC(=O)NC3=CC(=C(C=C3)Cl)C(F)(F)F. Cell line: MOLT-4. Synergy scores: CSS=64.8, Synergy_ZIP=2.66, Synergy_Bliss=3.00, Synergy_Loewe=4.62, Synergy_HSA=5.75. (4) Drug 1: COCCOC1=C(C=C2C(=C1)C(=NC=N2)NC3=CC=CC(=C3)C#C)OCCOC.Cl. Drug 2: N.N.Cl[Pt+2]Cl. Cell line: A549. Synergy scores: CSS=49.7, Synergy_ZIP=3.86, Synergy_Bliss=5.22, Synergy_Loewe=7.42, Synergy_HSA=8.77. (5) Drug 1: CC1=C2C(C(=O)C3(C(CC4C(C3C(C(C2(C)C)(CC1OC(=O)C(C(C5=CC=CC=C5)NC(=O)OC(C)(C)C)O)O)OC(=O)C6=CC=CC=C6)(CO4)OC(=O)C)O)C)O. Drug 2: C1C(C(OC1N2C=NC3=C2NC=NCC3O)CO)O. Cell line: MCF7. Synergy scores: CSS=1.09, Synergy_ZIP=-1.05, Synergy_Bliss=-2.15, Synergy_Loewe=-1.13, Synergy_HSA=-2.14. (6) Drug 1: C1=NC2=C(N=C(N=C2N1C3C(C(C(O3)CO)O)F)Cl)N. Drug 2: CC1C(C(CC(O1)OC2CC(CC3=C2C(=C4C(=C3O)C(=O)C5=C(C4=O)C(=CC=C5)OC)O)(C(=O)CO)O)N)O.Cl. Cell line: NCI-H226. Synergy scores: CSS=24.5, Synergy_ZIP=-1.17, Synergy_Bliss=-0.772, Synergy_Loewe=-2.48, Synergy_HSA=-0.409. (7) Drug 1: C1CC(C1)(C(=O)O)C(=O)O.[NH2-].[NH2-].[Pt+2]. Drug 2: C1=NNC2=C1C(=O)NC=N2. Cell line: RXF 393. Synergy scores: CSS=-3.33, Synergy_ZIP=1.82, Synergy_Bliss=3.02, Synergy_Loewe=-0.433, Synergy_HSA=-0.637.